The task is: Predict the reaction yield, written as a fraction of the theoretical maximum amount of product (1.0 means a 100% yield; for example, 0.34 means a 34% yield).. This data is from Reaction yield outcomes from USPTO patents with 853,638 reactions. (1) The product is [CH2:13]([O:12][C:3]1[CH:4]=[C:5]([N+:9]([O-:11])=[O:10])[C:6]([Cl:8])=[CH:7][C:2]=1[NH2:1])[C:14]1[CH:19]=[CH:18][CH:17]=[CH:16][CH:15]=1. The reactants are [NH2:1][C:2]1[CH:7]=[C:6]([Cl:8])[C:5]([N+:9]([O-:11])=[O:10])=[CH:4][C:3]=1[OH:12].[CH2:13](Br)[C:14]1[CH:19]=[CH:18][CH:17]=[CH:16][CH:15]=1.C(=O)([O-])[O-].[K+].[K+]. The catalyst is CN(C=O)C. The yield is 0.560. (2) The reactants are [CH:1]([CH:3]([CH3:14])[C:4]([C:6]1[CH:11]=[CH:10][C:9]([O:12][CH3:13])=[CH:8][CH:7]=1)=O)=O.O.[NH2:16][NH2:17]. The catalyst is C(O)C. The product is [CH3:13][O:12][C:9]1[CH:10]=[CH:11][C:6]([C:4]2[C:3]([CH3:14])=[CH:1][NH:17][N:16]=2)=[CH:7][CH:8]=1. The yield is 0.880. (3) The reactants are [OH-].[Na+].[F:3][C:4]1[CH:13]=[C:12]2[C:7]([CH:8]=[C:9]([N:20]3[CH2:25][CH2:24][N:23]([CH3:26])[CH2:22][CH2:21]3)[N:10]=[C:11]2[CH2:14][C:15]([O:17]CC)=O)=[CH:6][CH:5]=1.Cl.F[P-](F)(F)(F)(F)F.C[N:36](C(=[N+](C)C)ON1C2=NC=CC=C2N=N1)C.N. The catalyst is CCO. The product is [F:3][C:4]1[CH:13]=[C:12]2[C:7]([CH:8]=[C:9]([N:20]3[CH2:25][CH2:24][N:23]([CH3:26])[CH2:22][CH2:21]3)[N:10]=[C:11]2[CH2:14][C:15]([NH2:36])=[O:17])=[CH:6][CH:5]=1. The yield is 0.310. (4) The reactants are [ClH:1].[CH3:2][O:3][C:4]1[CH:5]=[C:6](/[C:12](=[CH:15]/[C:16]2[S:17][C:18]([N:21]([CH2:23][CH2:24][N:25]([CH3:27])[CH3:26])[CH3:22])=[CH:19][CH:20]=2)/[C:13]#[N:14])[CH:7]=[CH:8][C:9]=1[O:10][CH3:11]. No catalyst specified. The product is [ClH:1].[CH3:2][O:3][C:4]1[CH:5]=[C:6](/[C:12](=[CH:15]/[C:16]2[S:17][C:18]([N:21]([CH2:23][CH2:24][N:25]([CH3:27])[CH3:26])[CH3:22])=[CH:19][CH:20]=2)/[C:13]#[N:14])[CH:7]=[CH:8][C:9]=1[O:10][CH3:11]. The yield is 0.910. (5) The reactants are [C:1]([OH:14])(=O)[CH2:2][CH2:3][CH2:4][CH2:5][CH2:6][CH2:7][CH2:8][CH2:9][CH2:10][CH2:11][CH3:12].S(Cl)([Cl:17])=O.Cl.S(=O)=O. No catalyst specified. The product is [C:1]([Cl:17])(=[O:14])[CH2:2][CH2:3][CH2:4][CH2:5][CH2:6][CH2:7][CH2:8][CH2:9][CH2:10][CH2:11][CH3:12]. The yield is 0.970. (6) The reactants are [OH:1][C:2]1[CH:7]=[C:6]([CH3:8])[C:5]([NH:9][CH:10]=[O:11])=[C:4]([CH3:12])[C:3]=1[CH3:13].[H-].[Na+].Br[CH2:17][C:18]([CH3:29])=[CH:19][C:20]1[CH:25]=[CH:24][C:23]([CH:26]([CH3:28])[CH3:27])=[CH:22][CH:21]=1.O. The catalyst is CN(C)C=O. The product is [CH:26]([C:23]1[CH:22]=[CH:21][C:20]([CH:19]=[C:18]([CH3:29])[CH2:17][O:1][C:2]2[CH:7]=[C:6]([CH3:8])[C:5]([NH:9][CH:10]=[O:11])=[C:4]([CH3:12])[C:3]=2[CH3:13])=[CH:25][CH:24]=1)([CH3:28])[CH3:27]. The yield is 0.630.